Dataset: TCR-epitope binding with 47,182 pairs between 192 epitopes and 23,139 TCRs. Task: Binary Classification. Given a T-cell receptor sequence (or CDR3 region) and an epitope sequence, predict whether binding occurs between them. (1) The epitope is ARMILMTHF. The TCR CDR3 sequence is CASREDGGGYEQYF. Result: 1 (the TCR binds to the epitope). (2) The epitope is ATVVIGTSK. The TCR CDR3 sequence is CASSGQGATEAFF. Result: 0 (the TCR does not bind to the epitope). (3) The epitope is FLNGSCGSV. The TCR CDR3 sequence is CASSQGRQQGGRDEQYF. Result: 1 (the TCR binds to the epitope).